The task is: Predict the reactants needed to synthesize the given product.. This data is from Full USPTO retrosynthesis dataset with 1.9M reactions from patents (1976-2016). The reactants are: [CH3:1][C:2]([CH3:18])([CH3:17])[C:3](=[O:16])[CH2:4][O:5][C:6]1[CH:13]=[C:12]([O:14][CH3:15])[CH:11]=[CH:10][C:7]=1[C:8]#[N:9].[CH2:19](O)[CH2:20][OH:21].B(F)(F)F.CCOCC. Given the product [C:2]([C:3]1([CH2:4][O:5][C:6]2[CH:13]=[C:12]([O:14][CH3:15])[CH:11]=[CH:10][C:7]=2[C:8]#[N:9])[O:21][CH2:20][CH2:19][O:16]1)([CH3:18])([CH3:17])[CH3:1], predict the reactants needed to synthesize it.